From a dataset of Forward reaction prediction with 1.9M reactions from USPTO patents (1976-2016). Predict the product of the given reaction. Given the reactants [Cl:1][C:2]1[N:11]=[C:10](Cl)[C:9]2[C:4](=[CH:5][CH:6]=[C:7]([Br:13])[CH:8]=2)[N:3]=1.[NH:14]1[CH2:19][CH2:18][O:17][CH2:16][CH2:15]1, predict the reaction product. The product is: [Cl:1][C:2]1[N:11]=[C:10]([N:14]2[CH2:19][CH2:18][O:17][CH2:16][CH2:15]2)[C:9]2[C:4](=[CH:5][CH:6]=[C:7]([Br:13])[CH:8]=2)[N:3]=1.